This data is from Catalyst prediction with 721,799 reactions and 888 catalyst types from USPTO. The task is: Predict which catalyst facilitates the given reaction. (1) Product: [NH2:1][C:2]1[C:7]([N+:8]([O-:10])=[O:9])=[CH:6][CH:5]=[C:4]([O:13][CH3:12])[CH:3]=1. Reactant: [NH2:1][C:2]1[C:7]([N+:8]([O-:10])=[O:9])=[CH:6][CH:5]=[CH:4][C:3]=1O.[C:12](=O)([O-])[O-:13].[Cs+].[Cs+].CI. The catalyst class is: 1. (2) Reactant: [CH2:1]([O:5][C:6]1[CH:11]=[CH:10][C:9]([CH2:12][CH2:13][CH2:14][OH:15])=[C:8]([O:16][C:17]2[C:22]([Cl:23])=[CH:21][C:20]([C:24]([F:27])([F:26])[F:25])=[CH:19][N:18]=2)[CH:7]=1)[CH2:2][CH2:3][CH3:4].Cl[S:29]([N:32]=[C:33]=[O:34])(=[O:31])=[O:30].N1C=CC=CC=1.[CH:41]([O:44][CH2:45][CH2:46][NH2:47])([CH3:43])[CH3:42]. Product: [CH:41]([O:44][CH2:45][CH2:46][NH:47][S:29]([NH:32][C:33](=[O:34])[O:15][CH2:14][CH2:13][CH2:12][C:9]1[CH:10]=[CH:11][C:6]([O:5][CH2:1][CH2:2][CH2:3][CH3:4])=[CH:7][C:8]=1[O:16][C:17]1[C:22]([Cl:23])=[CH:21][C:20]([C:24]([F:27])([F:26])[F:25])=[CH:19][N:18]=1)(=[O:31])=[O:30])([CH3:43])[CH3:42]. The catalyst class is: 93. (3) Reactant: [NH2:1][C:2]1[CH:3]=[CH:4][C:5](Br)=[C:6]2[C:10]=1[C:9](=[O:11])[NH:8][CH2:7]2.CB1OB(C)OB(C)O1.C(=O)([O-])[O-].[K+].[K+].NC1C=CC(C)=C2C=1C(=O)NC2. Product: [NH2:1][C:2]1[CH:3]=[CH:4][CH:5]=[C:6]2[C:10]=1[C:9](=[O:11])[NH:8][CH2:7]2. The catalyst class is: 762. (4) The catalyst class is: 7. Reactant: [C:1]([C:3]1[C:4]([NH2:10])=[N:5][C:6]([NH2:9])=[CH:7][CH:8]=1)#[CH:2].[CH2:11]([O:18][C:19]1[CH:24]=[CH:23][C:22]([CH2:25][C:26](Cl)=[N:27][OH:28])=[CH:21][N:20]=1)[C:12]1[CH:17]=[CH:16][CH:15]=[CH:14][CH:13]=1.C(N(CC)CC)C. Product: [CH2:11]([O:18][C:19]1[N:20]=[CH:21][C:22]([CH2:25][C:26]2[CH:2]=[C:1]([C:3]3[C:4]([NH2:10])=[N:5][C:6]([NH2:9])=[CH:7][CH:8]=3)[O:28][N:27]=2)=[CH:23][CH:24]=1)[C:12]1[CH:13]=[CH:14][CH:15]=[CH:16][CH:17]=1. (5) Reactant: [H-].[Na+].[CH3:3][N:4]1[C:12](=[O:13])[CH:11]=[CH:10][N:9]2[C:5]1=[N:6][C@@H:7]1[CH2:16][CH2:15][CH2:14][C@@H:8]12.C1(C)C=CC(S([CH2:26][N+:27]#[C-:28])(=O)=O)=CC=1. Product: [CH3:3][N:4]1[C:12](=[O:13])[C:11]2=[CH:26][NH:27][CH:28]=[C:10]2[N:9]2[C@H:8]3[CH2:14][CH2:15][CH2:16][C@H:7]3[N:6]=[C:5]12. The catalyst class is: 1. (6) Reactant: C(OC([N:8]1[CH2:12][C@@H:11]([CH2:13][N:14]([CH:31]([CH3:33])[CH3:32])[C:15](=[O:30])[C:16]2[CH:21]=[CH:20][C:19]([O:22][CH3:23])=[C:18]([O:24][CH2:25][CH2:26][CH2:27][O:28][CH3:29])[CH:17]=2)[C@H:10]([OH:34])[CH2:9]1)=O)(C)(C)C.Cl[CH2:36][C:37]1[CH:42]=[CH:41][CH:40]=[C:39]([O:43][CH3:44])[C:38]=1[O:45][CH3:46].CC#N.O.CC#N. Product: [CH3:46][O:45][C:38]1[C:39]([O:43][CH3:44])=[CH:40][CH:41]=[CH:42][C:37]=1[CH2:36][O:34][C@@H:10]1[CH2:9][NH:8][CH2:12][C@H:11]1[CH2:13][N:14]([CH:31]([CH3:33])[CH3:32])[C:15](=[O:30])[C:16]1[CH:21]=[CH:20][C:19]([O:22][CH3:23])=[C:18]([O:24][CH2:25][CH2:26][CH2:27][O:28][CH3:29])[CH:17]=1. The catalyst class is: 6. (7) Reactant: [CH2:1]([O:3][C:4]([N:6]1[CH2:11][CH2:10][CH:9]([NH:12][S:13]([C:16]2[C:25]3[C:20](=[CH:21][CH:22]=[CH:23][CH:24]=3)[C:19]([CH2:26][NH2:27])=[CH:18][CH:17]=2)(=[O:15])=[O:14])[CH2:8][CH2:7]1)=[O:5])[CH3:2].[Cl:28][C:29]1[CH:36]=[CH:35][C:32]([CH:33]=O)=[CH:31][CH:30]=1.C([BH3-])#N.[Na+]. Product: [CH2:1]([O:3][C:4]([N:6]1[CH2:7][CH2:8][CH:9]([NH:12][S:13]([C:16]2[C:25]3[C:20](=[CH:21][CH:22]=[CH:23][CH:24]=3)[C:19]([CH2:26][NH2:27])=[CH:18][CH:17]=2)(=[O:14])=[O:15])[CH2:10][CH2:11]1)=[O:5])[CH3:2].[CH:4]([OH:5])=[O:3].[CH2:1]([O:3][C:4]([N:6]1[CH2:7][CH2:8][CH:9]([NH:12][S:13]([C:16]2[C:25]3[C:20](=[CH:21][CH:22]=[CH:23][CH:24]=3)[C:19]([CH2:26][NH:27][CH2:33][C:32]3[CH:35]=[CH:36][C:29]([Cl:28])=[CH:30][CH:31]=3)=[CH:18][CH:17]=2)(=[O:14])=[O:15])[CH2:10][CH2:11]1)=[O:5])[CH3:2]. The catalyst class is: 5.